From a dataset of Full USPTO retrosynthesis dataset with 1.9M reactions from patents (1976-2016). Predict the reactants needed to synthesize the given product. (1) Given the product [NH2:7][C:5]1[N:4]=[C:3]([C:10]([O:12][CH2:13][CH3:14])=[O:11])[N:2]([CH3:1])[CH:6]=1, predict the reactants needed to synthesize it. The reactants are: [CH3:1][N:2]1[CH:6]=[C:5]([N+:7]([O-])=O)[N:4]=[C:3]1[C:10]([O:12][CH2:13][CH3:14])=[O:11]. (2) Given the product [Cl:1][C:2]1[N:3]=[C:4]([N:13]2[CH2:18][CH2:17][O:16][CH2:15][CH2:14]2)[C:5]2[N:10]=[C:9]([CH2:11][N:26]3[CH2:27][CH2:28][CH:23]([CH:21]4[CH2:22][O:19][CH2:20]4)[CH2:24][CH2:25]3)[S:8][C:6]=2[N:7]=1, predict the reactants needed to synthesize it. The reactants are: [Cl:1][C:2]1[N:3]=[C:4]([N:13]2[CH2:18][CH2:17][O:16][CH2:15][CH2:14]2)[C:5]2[N:10]=[C:9]([CH:11]=O)[S:8][C:6]=2[N:7]=1.[O:19]1[CH2:22][CH:21]([CH:23]2[CH2:28][CH2:27][NH:26][CH2:25][CH2:24]2)[CH2:20]1.C(O[BH-](OC(=O)C)OC(=O)C)(=O)C.[Na+]. (3) Given the product [F:14][C:8]1[CH:9]=[C:10]([F:13])[CH:11]=[CH:12][C:7]=1[CH:2]([N:1]1[C:18](=[O:19])[C:17]2[C:16](=[CH:24][CH:23]=[CH:22][CH:21]=2)[C:15]1=[O:20])[CH2:3][C:4]([OH:6])=[O:5], predict the reactants needed to synthesize it. The reactants are: [NH2:1][CH:2]([C:7]1[CH:12]=[CH:11][C:10]([F:13])=[CH:9][C:8]=1[F:14])[CH2:3][C:4]([OH:6])=[O:5].[C:15]1(=O)[O:20][C:18](=[O:19])[C:17]2=[CH:21][CH:22]=[CH:23][CH:24]=[C:16]12.O. (4) Given the product [CH:40]1([NH:44][C:32]([NH:19][C:18]2[CH:17]=[CH:16][C:15]([C:12]3[N:11]=[C:10]([N:22]4[CH2:27][CH2:26][O:25][CH2:24][CH2:23]4)[C:9]4[C:14](=[C:5]5[CH:4]=[CH:3][N:2]([CH3:1])[C:6]5=[CH:7][CH:8]=4)[N:13]=3)=[CH:21][CH:20]=2)=[O:38])[CH2:42][CH2:43]1, predict the reactants needed to synthesize it. The reactants are: [CH3:1][N:2]1[C:6]2=[CH:7][CH:8]=[C:9]3[C:14]([N:13]=[C:12]([C:15]4[CH:21]=[CH:20][C:18]([NH2:19])=[CH:17][CH:16]=4)[N:11]=[C:10]3[N:22]3[CH2:27][CH2:26][O:25][CH2:24][CH2:23]3)=[C:5]2[CH:4]=[CH:3]1.ClC(Cl)(O[C:32](=[O:38])OC(Cl)(Cl)Cl)Cl.[CH:40]1([NH2:44])[CH2:43][CH2:42]C1. (5) Given the product [CH2:11]([O:13][C:14]([C:15]1[CH:16]=[C:17]([C:19]2[CH:24]=[CH:23][C:22]([CH3:25])=[CH:21][N:20]=2)[N:9]([C:6]2[N:7]=[N:8][C:3]([Cl:2])=[CH:4][CH:5]=2)[N:10]=1)=[O:27])[CH3:12], predict the reactants needed to synthesize it. The reactants are: Cl.[Cl:2][C:3]1[N:8]=[N:7][C:6]([NH:9][NH2:10])=[CH:5][CH:4]=1.[CH2:11]([O:13][C:14](=[O:27])[C:15](=O)[CH2:16][C:17]([C:19]1[CH:24]=[CH:23][C:22]([CH3:25])=[CH:21][N:20]=1)=O)[CH3:12].[OH-].[Na+]. (6) Given the product [Cl:1][C:2]1([Cl:7])[CH2:4][CH:3]1[CH:5]=[N:14][S@@:12]([C:9]([CH3:11])([CH3:10])[CH3:8])=[O:13], predict the reactants needed to synthesize it. The reactants are: [Cl:1][C:2]1([Cl:7])[CH2:4][CH:3]1[CH:5]=O.[CH3:8][C:9]([S@:12]([NH2:14])=[O:13])([CH3:11])[CH3:10]. (7) Given the product [NH2:8][C:9]1[N:17]=[CH:16][N:15]=[C:14]2[C:10]=1[NH:11][C:12](=[O:34])[N:13]2[C:18]1[CH:19]=[C:20]([N:25]([CH3:33])[C:26](=[O:32])[O:27][C:28]([CH3:29])([CH3:30])[CH3:31])[CH:21]=[CH:22][C:23]=1[CH3:24], predict the reactants needed to synthesize it. The reactants are: C([N:8](CC1C=CC=CC=1)[C:9]1[N:17]=[CH:16][N:15]=[C:14]2[C:10]=1[NH:11][C:12](=[O:34])[N:13]2[C:18]1[CH:19]=[C:20]([N:25]([CH3:33])[C:26](=[O:32])[O:27][C:28]([CH3:31])([CH3:30])[CH3:29])[CH:21]=[CH:22][C:23]=1[CH3:24])C1C=CC=CC=1.Cl. (8) Given the product [C:3]([NH:6][C:7]([CH2:19][C:20](=[O:21])[C:22]1[CH:27]=[CH:26][C:25]([O:28][C:29]2[CH:30]=[CH:31][CH:32]=[CH:33][CH:34]=2)=[CH:24][CH:23]=1)([C:13]([O:15][CH2:16][CH3:17])=[O:14])[C:8]([O:10][CH2:11][CH3:12])=[O:9])(=[O:5])[CH3:4], predict the reactants needed to synthesize it. The reactants are: [H-].[Na+].[C:3]([NH:6][CH:7]([C:13]([O:15][CH2:16][CH3:17])=[O:14])[C:8]([O:10][CH2:11][CH3:12])=[O:9])(=[O:5])[CH3:4].Cl[CH2:19][C:20]([C:22]1[CH:27]=[CH:26][C:25]([O:28][C:29]2[CH:34]=[CH:33][CH:32]=[CH:31][CH:30]=2)=[CH:24][CH:23]=1)=[O:21].